From a dataset of Drug-target binding data from BindingDB using Ki measurements. Regression. Given a target protein amino acid sequence and a drug SMILES string, predict the binding affinity score between them. We predict pKi (pKi = -log10(Ki in M); higher means stronger inhibition). Dataset: bindingdb_ki. The compound is Cc1cc(NC(=O)Nc2ccc3c(ccn3C)c2)sn1. The target protein (Q29006) has sequence CCQPLVYRNKMTPLRVAVLLAGCWAIPVLISFLPIMQGWNNIGITDLIEKRKFHQNSNSTYCIFMVNKPYAITCSVVAFYIPFLLMVLAYWRIYVTAKEHAHQIQMLQRAGAPAEGRPPSADQHSTHRMRTETKAAK. The pKi is 5.0.